From a dataset of Reaction yield outcomes from USPTO patents with 853,638 reactions. Predict the reaction yield, written as a fraction of the theoretical maximum amount of product (1.0 means a 100% yield; for example, 0.34 means a 34% yield). (1) The reactants are [CH3:1][O:2][C:3]([C:5]1[S:14][C:8]2=[N:9][CH:10]=[C:11](Br)[CH:12]=[C:7]2[C:6]=1[O:15][CH2:16][C:17]([O:19][C:20]([CH3:23])([CH3:22])[CH3:21])=[O:18])=[O:4].C(P(C(C)(C)C)[C:29]1[CH:34]=[CH:33][CH:32]=[CH:31][C:30]=1[C:35]1C=CC=C[CH:36]=1)(C)(C)C.[F-].[K+].C1(/C=C/B(O)O)C=CC=CC=1. The catalyst is CC([O-])=O.CC([O-])=O.[Pd+2]. The product is [CH3:1][O:2][C:3]([C:5]1[S:14][C:8]2=[N:9][CH:10]=[C:11]([CH:36]=[CH:35][C:30]3[CH:31]=[CH:32][CH:33]=[CH:34][CH:29]=3)[CH:12]=[C:7]2[C:6]=1[O:15][CH2:16][C:17]([O:19][C:20]([CH3:23])([CH3:22])[CH3:21])=[O:18])=[O:4]. The yield is 0.700. (2) The reactants are [C:1](Cl)(=[O:3])[CH3:2].[CH3:5][C:6]1([CH3:20])[CH2:12][CH2:11][CH2:10][NH:9][C:8]2[CH:13]=[C:14]([N+:17]([O-:19])=[O:18])[CH:15]=[CH:16][C:7]1=2.C([O-])(O)=O.[Na+].O. The catalyst is C(Cl)Cl. The product is [CH3:5][C:6]1([CH3:20])[CH2:12][CH2:11][CH2:10][N:9]([C:1](=[O:3])[CH3:2])[C:8]2[CH:13]=[C:14]([N+:17]([O-:19])=[O:18])[CH:15]=[CH:16][C:7]1=2. The yield is 0.640.